Dataset: Reaction yield outcomes from USPTO patents with 853,638 reactions. Task: Predict the reaction yield, written as a fraction of the theoretical maximum amount of product (1.0 means a 100% yield; for example, 0.34 means a 34% yield). (1) The product is [CH3:11][C:8]1([CH3:12])[C:7](=[O:13])[NH:6][C:5]2[N:14]=[CH:15][C:2](/[CH:20]=[CH:19]/[C:18]([N:17]([CH3:16])[CH2:22][C:23]3[S:27][C:26]4[CH:28]=[CH:29][CH:30]=[CH:31][C:25]=4[C:24]=3[CH3:32])=[O:21])=[CH:3][C:4]=2[CH2:10][NH:9]1. The reactants are Br[C:2]1[CH:15]=[N:14][C:5]2[NH:6][C:7](=[O:13])[C:8]([CH3:12])([CH3:11])[NH:9][CH2:10][C:4]=2[CH:3]=1.[CH3:16][N:17]([CH2:22][C:23]1[S:27][C:26]2[CH:28]=[CH:29][CH:30]=[CH:31][C:25]=2[C:24]=1[CH3:32])[C:18](=[O:21])[CH:19]=[CH2:20].C(N(C(C)C)C(C)C)C.CC1C=CC=CC=1P(C1C=CC=CC=1C)C1C=CC=CC=1C. The catalyst is C(#N)CC.CN(C=O)C.CC([O-])=O.CC([O-])=O.[Pd+2]. The yield is 0.560. (2) No catalyst specified. The yield is 0.490. The reactants are [CH3:1][C:2]1[CH:10]=[CH:9][C:8]2[NH:7][C:6]3[CH2:11][CH2:12][N:13]([C:15]([O:17][CH2:18][CH3:19])=[O:16])[CH2:14][C:5]=3[C:4]=2[CH:3]=1.[CH2:20]([CH:22]1[O:24][CH2:23]1)Br.[NH4+].[Cl-]. The product is [CH3:1][C:2]1[CH:10]=[CH:9][C:8]2[N:7]([CH2:20][CH:22]3[CH2:23][O:24]3)[C:6]3[CH2:11][CH2:12][N:13]([C:15]([O:17][CH2:18][CH3:19])=[O:16])[CH2:14][C:5]=3[C:4]=2[CH:3]=1.